From a dataset of Catalyst prediction with 721,799 reactions and 888 catalyst types from USPTO. Predict which catalyst facilitates the given reaction. (1) Reactant: [CH3:1][N:2]([CH3:17])[CH:3]=[CH:4][C:5]([C:7]1[CH:8]=[C:9]([NH:13][C:14](=[O:16])[CH3:15])[CH:10]=[CH:11][CH:12]=1)=[O:6].[OH-].[K+].CI.[CH2:22](Cl)Cl. Product: [CH3:17][N:2]([CH3:1])[CH:3]=[CH:4][C:5]([C:7]1[CH:8]=[C:9]([N:13]([CH3:22])[C:14](=[O:16])[CH3:15])[CH:10]=[CH:11][CH:12]=1)=[O:6]. The catalyst class is: 35. (2) Reactant: [Br:1][C:2]1[CH:3]=[C:4]([CH:6]=[C:7]([Br:10])[C:8]=1[CH3:9])[NH2:5].[C:11](=O)([O-])[O-:12].[Na+].[Na+].C(Cl)(Cl)=O. Product: [Br:1][C:2]1[CH:3]=[C:4]([N:5]=[C:11]=[O:12])[CH:6]=[C:7]([Br:10])[C:8]=1[CH3:9]. The catalyst class is: 2. (3) Reactant: Cl[CH2:2][C:3]1[CH:4]=[C:5]([CH:20]=[CH:21][CH:22]=1)[O:6][CH2:7][C:8]1[N:9]=[C:10]([C:14]2[CH:19]=[CH:18][CH:17]=[CH:16][CH:15]=2)[O:11][C:12]=1[CH3:13].[OH:23][C:24]1[CH:29]=[CH:28][CH:27]=[CH:26][C:25]=1[CH2:30][C:31]([O:33][CH3:34])=[O:32].CN(C)C=O.[H-].[Na+]. Product: [CH3:13][C:12]1[O:11][C:10]([C:14]2[CH:19]=[CH:18][CH:17]=[CH:16][CH:15]=2)=[N:9][C:8]=1[CH2:7][O:6][C:5]1[CH:4]=[C:3]([CH:22]=[CH:21][CH:20]=1)[CH2:2][O:23][C:24]1[CH:29]=[CH:28][CH:27]=[CH:26][C:25]=1[CH2:30][C:31]([O:33][CH3:34])=[O:32]. The catalyst class is: 6. (4) Reactant: [C:1](=[N:14][NH2:15])([C:8]1[CH:13]=[CH:12][CH:11]=[CH:10][CH:9]=1)[C:2]1[CH:7]=[CH:6][CH:5]=[CH:4][CH:3]=1.CC(C)([O-])C.[Na+].[C@@H]1(N)CCCC[C@H]1N.CCCCCCCCCCCC.I[C:43]1[CH:44]=[C:45]([CH3:50])[CH:46]=[C:47]([CH3:49])[CH:48]=1. Product: [CH3:50][C:45]1[CH:44]=[C:43]([NH:15][N:14]=[C:1]([C:8]2[CH:9]=[CH:10][CH:11]=[CH:12][CH:13]=2)[C:2]2[CH:7]=[CH:6][CH:5]=[CH:4][CH:3]=2)[CH:48]=[C:47]([CH3:49])[CH:46]=1. The catalyst class is: 321. (5) Reactant: [C:1]([N:8]1[CH2:11][C:10](=O)[CH2:9]1)([O:3][C:4]([CH3:7])([CH3:6])[CH3:5])=[O:2].[CH3:13][NH:14][CH2:15][C:16]1[CH:21]=[CH:20][CH:19]=[CH:18][CH:17]=1.[BH-](OC(C)=O)(OC(C)=O)OC(C)=O.[Na+]. Product: [CH2:15]([N:14]([CH3:13])[CH:10]1[CH2:11][N:8]([C:1]([O:3][C:4]([CH3:7])([CH3:6])[CH3:5])=[O:2])[CH2:9]1)[C:16]1[CH:21]=[CH:20][CH:19]=[CH:18][CH:17]=1. The catalyst class is: 478.